Dataset: Full USPTO retrosynthesis dataset with 1.9M reactions from patents (1976-2016). Task: Predict the reactants needed to synthesize the given product. Given the product [N:19]1([CH2:18][C:15]2[N:16]3[CH:17]=[C:10]([C:5]4[CH:6]=[CH:7][CH:8]=[CH:9][C:4]=4[NH2:1])[N:11]=[C:12]3[S:13][CH:14]=2)[CH:23]=[N:22][CH:21]=[N:20]1, predict the reactants needed to synthesize it. The reactants are: [N+:1]([C:4]1[CH:9]=[CH:8][CH:7]=[CH:6][C:5]=1[C:10]1[N:11]=[C:12]2[N:16]([CH:17]=1)[C:15]([CH2:18][N:19]1[CH:23]=[N:22][CH:21]=[N:20]1)=[CH:14][S:13]2)([O-])=O.